Dataset: Forward reaction prediction with 1.9M reactions from USPTO patents (1976-2016). Task: Predict the product of the given reaction. (1) Given the reactants Cl[C:2]1[S:3][C:4]2[C:10]([O:11][CH3:12])=[CH:9][CH:8]=[C:7]([C:13]3[CH:18]=[CH:17][CH:16]=[CH:15][CH:14]=3)[C:5]=2[N:6]=1.Cl.Cl.[CH3:21][C:22]1[N:27]=[CH:26][N:25]=[C:24]([N:28]2[CH2:33][CH2:32][CH:31]([NH2:34])[CH2:30][CH2:29]2)[CH:23]=1.CCN(C(C)C)C(C)C.CN1CCCC1=O, predict the reaction product. The product is: [CH3:12][O:11][C:10]1[C:4]2[S:3][C:2]([NH:34][CH:31]3[CH2:32][CH2:33][N:28]([C:24]4[CH:23]=[C:22]([CH3:21])[N:27]=[CH:26][N:25]=4)[CH2:29][CH2:30]3)=[N:6][C:5]=2[C:7]([C:13]2[CH:18]=[CH:17][CH:16]=[CH:15][CH:14]=2)=[CH:8][CH:9]=1. (2) The product is: [OH:6][C:7]1[C:20]2[C:19](=[O:21])[C:18]3[C:13](=[CH:14][CH:15]=[CH:16][CH:17]=3)[S:12][C:11]=2[CH:10]=[C:9]([O:22][CH2:1][CH:3]2[CH2:4][O:5]2)[CH:8]=1. Given the reactants [CH2:1]([CH:3]1[O:5][CH2:4]1)Cl.[OH:6][C:7]1[C:20]2[C:19](=[O:21])[C:18]3[C:13](=[CH:14][CH:15]=[CH:16][CH:17]=3)[S:12][C:11]=2[CH:10]=[C:9]([OH:22])[CH:8]=1.C([O-])([O-])=O.[K+].[K+], predict the reaction product.